Dataset: Reaction yield outcomes from USPTO patents with 853,638 reactions. Task: Predict the reaction yield, written as a fraction of the theoretical maximum amount of product (1.0 means a 100% yield; for example, 0.34 means a 34% yield). (1) The reactants are CS(O[CH2:6][C:7]#[C:8][C:9]#[C:10][C:11]1[CH:20]=[CH:19][C:14]([C:15]([O:17][CH3:18])=[O:16])=[CH:13][CH:12]=1)(=O)=O.Cl.[CH3:22][NH:23][CH3:24].CCN(C(C)C)C(C)C. The catalyst is CN(C=O)C.C([O-])(O)=O.[Na+]. The product is [CH3:22][N:23]([CH3:24])[CH2:6][C:7]#[C:8][C:9]#[C:10][C:11]1[CH:20]=[CH:19][C:14]([C:15]([O:17][CH3:18])=[O:16])=[CH:13][CH:12]=1. The yield is 0.250. (2) The reactants are Br[CH2:2][CH2:3][CH2:4][CH2:5][C:6]([CH3:16])([CH3:15])[CH2:7][O:8][CH:9]1[CH2:14][CH2:13][CH2:12][CH2:11][O:10]1.[C:17]([O:25][CH2:26][CH3:27])(=[O:24])[CH2:18][C:19]([O:21][CH2:22][CH3:23])=[O:20].[H-].[Na+].[OH2:30]. The catalyst is CS(C)=O.[I-].C([N+](CCCC)(CCCC)CCCC)CCC. The product is [CH2:26]([O:25][C:17](=[O:24])[C:18]([CH2:2][CH2:3][CH2:4][CH2:5][C:6]([CH3:15])([CH3:16])[CH2:7][O:30][CH:11]1[CH2:12][CH2:13][CH2:14][CH2:9][O:10]1)([CH2:2][CH2:3][CH2:4][CH2:5][C:6]([CH3:16])([CH3:15])[CH2:7][O:8][CH:9]1[CH2:14][CH2:13][CH2:12][CH2:11][O:10]1)[C:19]([O:21][CH2:22][CH3:23])=[O:20])[CH3:27]. The yield is 0.820. (3) The reactants are Cl[C:2]1[C:11]2[C:6](=[CH:7][C:8]([O:14][CH3:15])=[C:9]([O:12][CH3:13])[CH:10]=2)[N:5]=[CH:4][N:3]=1.[OH:16][C:17]1[CH:30]=[CH:29][C:28]([CH3:31])=[CH:27][C:18]=1[C:19]([C:21]1[CH:26]=[CH:25][CH:24]=[CH:23][CH:22]=1)=[O:20]. The catalyst is CN(C)C1C=CN=CC=1.ClC1C=CC=CC=1Cl. The product is [CH3:13][O:12][C:9]1[CH:10]=[C:11]2[C:6](=[CH:7][C:8]=1[O:14][CH3:15])[N:5]=[CH:4][N:3]=[C:2]2[O:16][C:17]1[CH:30]=[CH:29][C:28]([CH3:31])=[CH:27][C:18]=1[C:19]([C:21]1[CH:22]=[CH:23][CH:24]=[CH:25][CH:26]=1)=[O:20]. The yield is 0.920. (4) The reactants are [OH:1][C:2]1[CH:19]=[CH:18][C:17]([C:20]([O:22][CH3:23])=[O:21])=[CH:16][C:3]=1[N:4]=[CH:5][C:6]1[CH:11]=[CH:10][C:9]([C:12]([O:14][CH3:15])=[O:13])=[CH:8][CH:7]=1.ClC1C(=O)C(C#N)=C(C#N)C(=O)C=1Cl. The catalyst is ClCCl. The product is [CH3:23][O:22][C:20]([C:17]1[CH:18]=[CH:19][C:2]2[O:1][C:5]([C:6]3[CH:11]=[CH:10][C:9]([C:12]([O:14][CH3:15])=[O:13])=[CH:8][CH:7]=3)=[N:4][C:3]=2[CH:16]=1)=[O:21]. The yield is 0.870. (5) The reactants are Cl[C:2]1[C:3]2[S:22][CH2:21][CH2:20][C:4]=2[N:5]=[C:6]([N:8]2[CH2:13][CH2:12][N:11]([C:14]3[CH:19]=[CH:18][CH:17]=[CH:16][CH:15]=3)[CH2:10][CH2:9]2)[N:7]=1. The catalyst is C1(N)CCCCC1. The product is [CH:14]1([NH:11][C:2]2[C:3]3[S:22][CH2:21][CH2:20][C:4]=3[N:5]=[C:6]([N:8]3[CH2:13][CH2:12][N:11]([C:14]4[CH:19]=[CH:18][CH:17]=[CH:16][CH:15]=4)[CH2:10][CH2:9]3)[N:7]=2)[CH2:19][CH2:18][CH2:17][CH2:16][CH2:15]1. The yield is 0.340. (6) The reactants are [CH3:1][C:2]1[NH:6][C:5](=[O:7])[C:4]([C:14]2[CH:19]=[CH:18][CH:17]=[CH:16][CH:15]=2)([C:8]2[CH:13]=[CH:12][CH:11]=[CH:10][CH:9]=2)[N:3]=1.Br[CH2:21][CH2:22][C:23]1[CH:28]=[CH:27][C:26]([N+:29]([O-:31])=[O:30])=[CH:25][CH:24]=1.C(=O)([O-])[O-].[K+].[K+]. The catalyst is CC(C)=O. The product is [CH3:1][C:2]1[N:6]([CH2:21][CH2:22][C:23]2[CH:24]=[CH:25][C:26]([N+:29]([O-:31])=[O:30])=[CH:27][CH:28]=2)[C:5](=[O:7])[C:4]([C:8]2[CH:13]=[CH:12][CH:11]=[CH:10][CH:9]=2)([C:14]2[CH:19]=[CH:18][CH:17]=[CH:16][CH:15]=2)[N:3]=1. The yield is 0.450. (7) The reactants are [C:1]1([CH:7]([C:29]2[CH:34]=[CH:33][CH:32]=[CH:31][CH:30]=2)[CH2:8][NH:9][C:10]2[C:19]3[C:14](=[CH:15][CH:16]=[CH:17][CH:18]=3)[N:13]=[C:12]([C:20]3[CH:21]=[C:22]4[C:26](=[CH:27][CH:28]=3)[NH:25][CH:24]=[CH:23]4)[N:11]=2)[CH:6]=[CH:5][CH:4]=[CH:3][CH:2]=1.[CH3:35][S:36](Cl)(=[O:38])=[O:37]. The catalyst is CS(C)=O. The product is [C:29]1([CH:7]([C:1]2[CH:2]=[CH:3][CH:4]=[CH:5][CH:6]=2)[CH2:8][NH:9][C:10]2[C:19]3[C:14](=[CH:15][CH:16]=[CH:17][CH:18]=3)[N:13]=[C:12]([C:20]3[CH:21]=[C:22]4[C:26](=[CH:27][CH:28]=3)[N:25]([S:36]([CH3:35])(=[O:38])=[O:37])[CH:24]=[CH:23]4)[N:11]=2)[CH:34]=[CH:33][CH:32]=[CH:31][CH:30]=1. The yield is 0.280. (8) The reactants are O[CH2:2][C:3]1[CH:4]=[C:5]([C:9]2[C:14]([CH3:15])=[CH:13][C:12]([O:16][CH2:17][C:18]3([OH:24])[CH2:23][CH2:22][S:21][CH2:20][CH2:19]3)=[CH:11][C:10]=2[CH3:25])[CH:6]=[CH:7][CH:8]=1.[F:26][C:27]1[CH:32]=[C:31]([NH:33][S:34]([C:37]2[CH:42]=[CH:41][CH:40]=[CH:39][C:38]=2[N+:43]([O-:45])=[O:44])(=[O:36])=[O:35])[CH:30]=[CH:29][C:28]=1[CH2:46][CH2:47][C:48]([O:50][CH2:51][CH3:52])=[O:49].C(P(CCCC)CCCC)CCC.N(C(N1CCCCC1)=O)=NC(N1CCCCC1)=O. The catalyst is O1CCCC1. The product is [F:26][C:27]1[CH:32]=[C:31]([N:33]([CH2:2][C:3]2[CH:4]=[C:5]([C:9]3[C:14]([CH3:15])=[CH:13][C:12]([O:16][CH2:17][C:18]4([OH:24])[CH2:19][CH2:20][S:21][CH2:22][CH2:23]4)=[CH:11][C:10]=3[CH3:25])[CH:6]=[CH:7][CH:8]=2)[S:34]([C:37]2[CH:42]=[CH:41][CH:40]=[CH:39][C:38]=2[N+:43]([O-:45])=[O:44])(=[O:35])=[O:36])[CH:30]=[CH:29][C:28]=1[CH2:46][CH2:47][C:48]([O:50][CH2:51][CH3:52])=[O:49]. The yield is 0.920. (9) The reactants are [CH:1]([C:3]1([CH3:16])[CH2:8][CH2:7][N:6]([C:9](OC(C)(C)C)=O)[CH2:5][CH2:4]1)=O.[C:17]([OH:20])(=[O:19])[CH3:18].[C:21]1([C@@H:27]2[CH2:29][C@H:28]2[NH2:30])[CH:26]=[CH:25][CH:24]=[CH:23][CH:22]=1.C(O[BH-](O[C:41](=O)[CH3:42])OC(=O)C)(=O)C.[Na+].Cl[CH2:46]CCl. The catalyst is C(Cl)Cl. The product is [CH3:16][C:3]1([CH2:1][NH:30][C@@H:28]2[CH2:29][C@H:27]2[C:21]2[CH:26]=[CH:25][CH:24]=[CH:23][CH:22]=2)[CH2:4][CH2:5][N:6]([C:9]2([CH2:18][C:17]([OH:20])=[O:19])[CH2:42][CH2:41][CH2:46]2)[CH2:7][CH2:8]1. The yield is 0.900.